Dataset: Forward reaction prediction with 1.9M reactions from USPTO patents (1976-2016). Task: Predict the product of the given reaction. (1) Given the reactants C(OC([NH:8][C@H:9]1[CH2:13][CH2:12][N:11]([S:14]([C:17]2[C:18]3[C:19]([Br:28])=[CH:20][N:21]=[C:22]([Cl:27])[C:23]=3[CH:24]=[CH:25][CH:26]=2)(=[O:16])=[O:15])[CH2:10]1)=O)(C)(C)C.C(OC([NH:36][C@H]1CCN(S(C2C3C(Cl)=CN=C(N)C=3C=CC=2)(=O)=O)C1)=O)(C)(C)C, predict the reaction product. The product is: [NH2:8][C@H:9]1[CH2:13][CH2:12][N:11]([S:14]([C:17]2[C:18]3[C:19]([Br:28])=[CH:20][N:21]=[C:22]([NH2:36])[C:23]=3[CH:24]=[CH:25][CH:26]=2)(=[O:16])=[O:15])[CH2:10]1.[ClH:27]. (2) Given the reactants CON(C)[C:4]([C:6]1[C:15](=[O:16])[C:14]2[C:9](=[CH:10][CH:11]=[CH:12][CH:13]=2)[N:8]([CH2:17][C:18]2[CH:23]=[CH:22][CH:21]=[C:20]([CH3:24])[N:19]=2)[CH:7]=1)=[O:5].[CH2:26]1[CH2:30][O:29][CH2:28][CH2:27]1, predict the reaction product. The product is: [CH3:28][O:29][C:30]1[CH:14]=[CH:15][C:6]([C:4]([C:6]2[C:15](=[O:16])[C:14]3[C:9](=[CH:10][CH:11]=[CH:12][CH:13]=3)[N:8]([CH2:17][C:18]3[CH:23]=[CH:22][CH:21]=[C:20]([CH3:24])[N:19]=3)[CH:7]=2)=[O:5])=[CH:4][C:26]=1[CH3:27]. (3) Given the reactants [Cl:1][C:2]1[CH:3]=[C:4]2[CH:10]=[C:9]([C:11]([NH:13][C@@H:14]([CH2:18][C:19]3[CH:24]=[CH:23][C:22]([F:25])=[CH:21][CH:20]=3)[C:15](O)=[O:16])=[O:12])[NH:8][C:5]2=[CH:6][N:7]=1.[C:26]([O:30][C:31]([N:33]1[CH2:38][CH2:37][CH:36]([NH:39][CH3:40])[CH2:35][CH2:34]1)=[O:32])([CH3:29])([CH3:28])[CH3:27], predict the reaction product. The product is: [C:26]([O:30][C:31]([N:33]1[CH2:34][CH2:35][CH:36]([NH:39][CH2:40][C:15](=[O:16])[C@@H:14]([NH:13][C:11]([C:9]2[NH:8][C:5]3=[CH:6][N:7]=[C:2]([Cl:1])[CH:3]=[C:4]3[CH:10]=2)=[O:12])[CH2:18][C:19]2[CH:20]=[CH:21][C:22]([F:25])=[CH:23][CH:24]=2)[CH2:37][CH2:38]1)=[O:32])([CH3:29])([CH3:28])[CH3:27].